From a dataset of Experimentally validated miRNA-target interactions with 360,000+ pairs, plus equal number of negative samples. Binary Classification. Given a miRNA mature sequence and a target amino acid sequence, predict their likelihood of interaction. (1) The miRNA is hsa-miR-6758-3p with sequence ACUCAUUCUCCUCUGUCCAG. The protein sequence of the target gene is MGRTYIVEETVGQYLSNINLQGKAFVSGLLIGQCSSQKDYVILATRTPPKEEQSENLKHPKAKLDNLDEEWATEHACQVSRMLPGGLLVLGVFIITTLELANDFQNALRRLMFAVEKSINRKRLWNFTEEEVSERVTLHICASTKKIFCRTYDIHDPKSSARPADWKYQSGLSSSWLSLECTVHINIHIPLSATSVSYTLEKNTKNGLTRWAKEIENGVYLINGQVKDEDCDLLEGQKKSSRGNTQATSHSFDVRVLTQLLLNSDHRSTATVQICSGSVNLKGAVKCRAYIHSSKPKVKD.... Result: 1 (interaction). (2) The miRNA is mmu-miR-3089-3p with sequence AGCAUCUGCUGAUCCUGAGCUGU. The protein sequence of the target gene is MEGSGGGAGERAPLLGARRAAAAAAAAGAFAGRRAACGAVLLTELLERAAFYGITSNLVLFLNGAPFCWEGAQASEALLLFMGLTYLGSPFGGWLADARLGRARAILLSLALYLLGMLAFPLLAAPATRAALCGSARLLNCTAPGPDAAARCCSPATFAGLVLVGLGVATVKANITPFGADQVKDRGPEATRRFFNWFYWSINLGAILSLGGIAYIQQNVSFVTGYAIPTVCVGLAFVVFLCGQSVFITKPPDGSAFTDMFKILTYSCCSQKRSGERQSNGEGIGVFQQSSKQSLFDSCK.... Result: 0 (no interaction). (3) The miRNA is hsa-miR-365a-5p with sequence AGGGACUUUUGGGGGCAGAUGUG. The protein sequence of the target gene is MRLGRVCPRGPGKVRSPRHRFSCTLFVSTTGSSCGHHGPQLAASSNPSVLPGLHEQPPQASHSRPLNGLLRLGIPGDMYARSEPFAPGPMARSDTLATATALHGYGGMNLTMNLTAPHGPGAFFRYMRQPIKQELICKWLGDDSPMSPRPCSKTFSTMHELVTHVTVEHVGGPEQANHICFWEECPRQGKPFKAKYKLVNHIRVHTGEKPFPCPFPGCGKVFARSENLKIHKRTHTGEKPFRCEFEGCERRFANSSDRKKHSHVHTSDKPYMCKVRGCDKCYTHPSSLRKHMKVHGRSPP.... Result: 0 (no interaction). (4) The miRNA is mmu-miR-128-3p with sequence UCACAGUGAACCGGUCUCUUU. The protein sequence of the target gene is MRKAGLWGLLCVFFVSEVKAAIVLEEERYDLVEGQTLTVKCPFNIMKYANSQKAWQRLPDGKEPLTLVVTQRPFTRPSEVHMGKFTLKHDPSEAMLQVQMTDLQVTDSGLYRCVIYHPPNDPVVLFHPVRLVVTKGSSDVFTPVIIPITRLTERPILITTKYSPSDTTTTRSLPKPTAVVSSPGLGVTIINGTDADSVSTSSVTISVICGLLSKSLVFIILFIVTKRTFG. Result: 1 (interaction). (5) The miRNA is hsa-miR-186-3p with sequence GCCCAAAGGUGAAUUUUUUGGG. The protein sequence of the target gene is MGHLLSKEPRNRPSQKRPRCCSWCRRRRPLLRLPRRTPAKVPPQPAAPRSRDCFFRGPCMLCFIVHSPGAPAPAGPEEEPPLSPPPRDGAYAAASSSQHLARRYAALAAEDCAAAARRFLLSSAAAAAAAAASASSPASCCKELGLAAAAAWEQQGRSLFLASLGPVRFLGPPAAVQLFRGPTPSPAELPTPPEMVCKRKGAGVPACTPCKQPRCGGGGCGGGGGGGGGGGPAGGGASPPRPPDAGCCQAPEQPPQPLCPPPSSPTSEGAPTEAGGDAVRAGGTAPLSAQQQHECGDADC.... Result: 1 (interaction). (6) The miRNA is mmu-miR-692 with sequence AUCUCUUUGAGCGCCUCACUC. The protein sequence of the target gene is MKPAMETAAEENTEQSQERKGCFECCIKCLGGVPYASLVATILCFSGVALFCGCGHVALAGTVAILEQHFSTNASDHALLSEVIQLMQYVIYGIASFFFLYGIILLAEGFYTTSAVKELHGEFKTTACGRCISGMFVFLTYVLGVAWLGVFGFSAVPVFMFYNIWSTCEVIKSPQTNGTTGVEQICVDIRQYGIIPWNAFPGKICGSALENICNTNEFYMSYHLFIVACAGAGATVIALLIYMMATTYNYAVLKFKSREDCCTKF. Result: 0 (no interaction). (7) The miRNA is cel-miR-79-3p with sequence AUAAAGCUAGGUUACCAAAGCU. The protein sequence of the target gene is MCSLGLFPPPPPRGQVTLYEHNNELVTGSSYESPPPDFRGQWINLPVLQLTKDPLKTPGRLDHGTRTAFIHHREQVWKRCINIWRDVGLFGVLNEIANSEEEVFEWVKTASGWALALCRWASSLHGSLFPHLSLRSEDLIAEFAQVTNWSSCCLRVFAWHPHTNKFAVALLDDSVRVYNASSTIVPSLKHRLQRNVASLAWKPLSASVLAVACQSCILIWTLDPTSLSTRPSSGCAQVLSHPGHTPVTSLAWAPSGGRLLSASPVDAAIRVWDVSTETCVPLPWFRGGGVTNLLWSPDGS.... Result: 0 (no interaction). (8) The miRNA is hsa-miR-1236-3p with sequence CCUCUUCCCCUUGUCUCUCCAG. The protein sequence of the target gene is MSGAEQQQIVPANNGDENWKAGLNLPAKDRRFKTADVTDTKGVEFEDFCLGRDLLMGIFEKGWEKPSPIQEASIGVALTGQDILARAKNGTGKTGAYCIPVIEKIQPALKAIQAMVIVPTRELALQTSQICVELSKHIQLKVMVTTGGTDLRDDIMRLNGTVHLVIATPGRILDLMEKGVAKMEHCKTLVLDEADKLLSQDFQGILDRLINFLPKERQVMLYSATFPNTVTSFMQKHMHKPYEINLMEELTLLGVTQYYAFVQEKQKVHCLNTLFRKLQINQSIIFCNSTQRVELLAKKI.... Result: 0 (no interaction).